This data is from Forward reaction prediction with 1.9M reactions from USPTO patents (1976-2016). The task is: Predict the product of the given reaction. (1) Given the reactants [C:1]1([S:11]([N:14]2[C:22]3[C:17](=[C:18]([N+:23]([O-])=O)[CH:19]=[CH:20][CH:21]=3)[CH:16]=[CH:15]2)(=[O:13])=[O:12])[C:10]2[C:5](=[CH:6][CH:7]=[CH:8][CH:9]=2)[CH:4]=[CH:3][CH:2]=1.[H][H], predict the reaction product. The product is: [C:1]1([S:11]([N:14]2[C:22]3[C:17](=[C:18]([NH2:23])[CH:19]=[CH:20][CH:21]=3)[CH:16]=[CH:15]2)(=[O:12])=[O:13])[C:10]2[C:5](=[CH:6][CH:7]=[CH:8][CH:9]=2)[CH:4]=[CH:3][CH:2]=1. (2) Given the reactants [F:1][C:2]1[CH:7]=[CH:6][C:5]([N:8]2[C:16]3[C:11](=[CH:12][C:13]([CH:17]([CH2:25][CH:26]([CH3:28])[CH3:27])[C:18]([CH3:24])([CH3:23])[C:19]([O:21]C)=[O:20])=[CH:14][CH:15]=3)[CH:10]=[N:9]2)=[CH:4][CH:3]=1.[OH-].[Na+].CO, predict the reaction product. The product is: [F:1][C:2]1[CH:3]=[CH:4][C:5]([N:8]2[C:16]3[C:11](=[CH:12][C:13]([CH:17]([CH2:25][CH:26]([CH3:28])[CH3:27])[C:18]([CH3:23])([CH3:24])[C:19]([OH:21])=[O:20])=[CH:14][CH:15]=3)[CH:10]=[N:9]2)=[CH:6][CH:7]=1. (3) Given the reactants C1(P(C2CCCCC2)C2C=CC=CC=2C2C(C(C)C)=CC(C(C)C)=CC=2C(C)C)CCCCC1.[O:35]1[CH2:40][CH2:39][N:38]([C:41]2[C:46]([NH2:47])=[CH:45][C:44]([N:48]3[CH2:53][CH2:52][O:51][CH2:50][CH2:49]3)=[CH:43][N:42]=2)[CH2:37][CH2:36]1.Cl[C:55]1[C:64]2[C:59](=[C:60]([Cl:67])[C:61]([F:66])=[CH:62][C:63]=2[F:65])[N:58]=[C:57]([C:68]2[CH:73]=[CH:72][CH:71]=[CH:70][N:69]=2)[C:56]=1[CH3:74].CC(C)([O-])C.[Na+], predict the reaction product. The product is: [Cl:67][C:60]1[C:61]([F:66])=[CH:62][C:63]([F:65])=[C:64]2[C:59]=1[N:58]=[C:57]([C:68]1[CH:73]=[CH:72][CH:71]=[CH:70][N:69]=1)[C:56]([CH3:74])=[C:55]2[NH:47][C:46]1[C:41]([N:38]2[CH2:39][CH2:40][O:35][CH2:36][CH2:37]2)=[N:42][CH:43]=[C:44]([N:48]2[CH2:49][CH2:50][O:51][CH2:52][CH2:53]2)[CH:45]=1. (4) Given the reactants [F:1][C:2]1[CH:3]=[C:4]([NH:28][C:29]([C:31]2[C:32](=[O:44])[N:33]([C:37]3[CH:42]=[CH:41][C:40]([F:43])=[CH:39][CH:38]=3)[N:34]=[CH:35][CH:36]=2)=[O:30])[CH:5]=[CH:6][C:7]=1[O:8][C:9]1[CH:14]=[CH:13][N:12]=[C:11]2[N:15]([CH2:19][C:20]3[CH:25]=[CH:24][C:23]([O:26][CH3:27])=[CH:22][CH:21]=3)[N:16]=[C:17](I)[C:10]=12.[NH2:45][CH:46]1[CH2:50][CH2:49][N:48]([C:51]([O:53][C:54]([CH3:57])([CH3:56])[CH3:55])=[O:52])[CH2:47]1.N1CCC[C@H]1C(O)=O.C([O-])([O-])=O.[K+].[K+], predict the reaction product. The product is: [F:1][C:2]1[CH:3]=[C:4]([NH:28][C:29]([C:31]2[C:32](=[O:44])[N:33]([C:37]3[CH:42]=[CH:41][C:40]([F:43])=[CH:39][CH:38]=3)[N:34]=[CH:35][CH:36]=2)=[O:30])[CH:5]=[CH:6][C:7]=1[O:8][C:9]1[CH:14]=[CH:13][N:12]=[C:11]2[N:15]([CH2:19][C:20]3[CH:25]=[CH:24][C:23]([O:26][CH3:27])=[CH:22][CH:21]=3)[N:16]=[C:17]([NH:45][CH:46]3[CH2:50][CH2:49][N:48]([C:51]([O:53][C:54]([CH3:57])([CH3:56])[CH3:55])=[O:52])[CH2:47]3)[C:10]=12. (5) Given the reactants [CH3:1][C:2]1[C:11]([OH:12])=[CH:10][C:9]2[C:4](=[CH:5][CH:6]=[N:7][CH:8]=2)[N:3]=1.Cl[C:14]1[C:23]2[C:18](=[CH:19][C:20]([O:26][CH3:27])=[C:21]([O:24][CH3:25])[CH:22]=2)[N:17]=[CH:16][CH:15]=1.O, predict the reaction product. The product is: [CH3:25][O:24][C:21]1[CH:22]=[C:23]2[C:18](=[CH:19][C:20]=1[O:26][CH3:27])[N:17]=[CH:16][CH:15]=[C:14]2[O:12][C:11]1[C:2]([CH3:1])=[N:3][C:4]2[C:9]([CH:10]=1)=[CH:8][N:7]=[CH:6][CH:5]=2.